This data is from Full USPTO retrosynthesis dataset with 1.9M reactions from patents (1976-2016). The task is: Predict the reactants needed to synthesize the given product. (1) The reactants are: Cl.CO[NH:4][C:5](=[NH:7])[OH:6].[C:8](=O)([O-])[O-].[Na+].[Na+].CO[CH:16]=[CH:17][C:18](=O)[C:19]([O:23][CH3:24])([O:21][CH3:22])[CH3:20]. Given the product [CH3:22][O:21][C:19]([C:18]1[CH:17]=[CH:16][N:4]=[C:5]([O:6][CH3:8])[N:7]=1)([O:23][CH3:24])[CH3:20], predict the reactants needed to synthesize it. (2) Given the product [F:33][C:30]1[CH:29]=[CH:28][C:27]([C:26]2[N:25]([CH2:34][CH2:35][CH:36]([OH:39])[CH2:37][CH3:38])[N:24]=[C:23]([CH3:40])[C:22]=2[C:9]2[CH:10]=[CH:11][C:12]3[O:17][CH2:16][C:15](=[O:18])[NH:14][C:13]=3[CH:19]=2)=[CH:32][CH:31]=1, predict the reactants needed to synthesize it. The reactants are: CC1(C)C(C)(C)OB([C:9]2[CH:10]=[CH:11][C:12]3[O:17][CH2:16][C:15](=[O:18])[NH:14][C:13]=3[CH:19]=2)O1.Br[C:22]1[C:23]([CH3:40])=[N:24][N:25]([CH2:34][CH2:35][CH:36]([OH:39])[CH2:37][CH3:38])[C:26]=1[C:27]1[CH:32]=[CH:31][C:30]([F:33])=[CH:29][CH:28]=1.C(=O)([O-])[O-].[Cs+].[Cs+].O. (3) Given the product [CH3:1][O:2][C:3](=[O:14])[C@H:4]([N:13]([CH2:5][C:6]1[CH:11]=[CH:10][CH:9]=[CH:8][CH:7]=1)[CH2:15][C:16]1[CH:21]=[CH:20][CH:19]=[CH:18][CH:17]=1)[CH2:5][C:6]1[CH:11]=[CH:10][CH:9]=[CH:8][C:7]=1[F:12], predict the reactants needed to synthesize it. The reactants are: [CH3:1][O:2][C:3](=[O:14])[C@H:4]([NH2:13])[CH2:5][C:6]1[CH:11]=[CH:10][CH:9]=[CH:8][C:7]=1[F:12].[CH2:15](Br)[C:16]1[CH:21]=[CH:20][CH:19]=[CH:18][CH:17]=1.C(=O)([O-])[O-].[K+].[K+].[Cl-].[NH4+]. (4) Given the product [NH:36]1[C:34]([CH2:33][C:19]2[CH:18]=[CH:17][C:16]([NH:15][C:13]([C:10]3([C:8]4[CH:7]=[CH:6][C:5]5[O:1][CH2:2][O:3][C:4]=5[CH:9]=4)[CH2:11][CH2:12]3)=[O:14])=[CH:21][C:20]=2[C:22]2[CH:27]=[CH:26][C:25]([C:28]([N:30]([CH3:32])[CH3:31])=[O:29])=[CH:24][CH:23]=2)=[N:35][N:38]=[N:37]1, predict the reactants needed to synthesize it. The reactants are: [O:1]1[C:5]2[CH:6]=[CH:7][C:8]([C:10]3([C:13]([NH:15][C:16]4[CH:17]=[CH:18][C:19]([CH2:33][C:34]#[N:35])=[C:20]([C:22]5[CH:27]=[CH:26][C:25]([C:28]([N:30]([CH3:32])[CH3:31])=[O:29])=[CH:24][CH:23]=5)[CH:21]=4)=[O:14])[CH2:12][CH2:11]3)=[CH:9][C:4]=2[O:3][CH2:2]1.[N-:36]=[N+:37]=[N-:38].[Na+].[Cl-].[NH4+]. (5) Given the product [ClH:28].[CH3:1][NH:2][S:3]([CH2:6][CH2:7][C:8]1[CH:9]=[C:10]2[C:14](=[CH:15][CH:16]=1)[NH:13][CH:12]=[C:11]2[CH:17]1[CH2:22][CH2:21][N:20]([CH3:23])[CH2:19][CH2:18]1)(=[O:4])=[O:5], predict the reactants needed to synthesize it. The reactants are: [CH3:1][NH:2][S:3]([CH2:6][CH2:7][C:8]1[CH:9]=[C:10]2[C:14](=[CH:15][CH:16]=1)[NH:13][CH:12]=[C:11]2[CH:17]1[CH2:22][CH2:21][N:20]([CH3:23])[CH2:19][CH2:18]1)(=[O:5])=[O:4].CC(O)C.[ClH:28]. (6) Given the product [CH3:33][S:34]([O:1][C:2]1[C:10]([CH:11]=[O:12])=[CH:9][C:8]([I:13])=[C:7]2[C:3]=1[CH:4]([O:24][CH3:25])[N:5]([C:15]([CH3:16])([C:17]1[CH:18]=[CH:19][CH:20]=[CH:21][CH:22]=1)[CH3:23])[C:6]2=[O:14])(=[O:36])=[O:35], predict the reactants needed to synthesize it. The reactants are: [OH:1][C:2]1[C:10]([CH:11]=[O:12])=[CH:9][C:8]([I:13])=[C:7]2[C:3]=1[CH:4]([O:24][CH3:25])[N:5]([C:15]([CH3:23])([C:17]1[CH:22]=[CH:21][CH:20]=[CH:19][CH:18]=1)[CH3:16])[C:6]2=[O:14].C(N(CC)CC)C.[CH3:33][S:34](Cl)(=[O:36])=[O:35].